Dataset: Catalyst prediction with 721,799 reactions and 888 catalyst types from USPTO. Task: Predict which catalyst facilitates the given reaction. (1) The catalyst class is: 30. Product: [F:21][C:2]1([F:1])[CH2:5][N:4]([C:6]2[N:7]=[CH:8][C:9]([C:17]([OH:19])=[O:18])=[N:10][C:11]=2[O:12][CH2:13][CH:14]([F:15])[F:16])[CH2:3]1. Reactant: [F:1][C:2]1([F:21])[CH2:5][N:4]([C:6]2[N:7]=[CH:8][C:9]([C:17]([O:19]C)=[O:18])=[N:10][C:11]=2[O:12][CH2:13][CH:14]([F:16])[F:15])[CH2:3]1.O.[OH-].[Li+]. (2) Reactant: [C:1]1([CH3:17])[CH:6]=[CH:5][C:4]([S:7]([N:10]2[CH2:16][C:12]3([CH2:15][O:14][CH2:13]3)[CH2:11]2)(=[O:9])=[O:8])=[CH:3][CH:2]=1.[BrH:18].C([O-])(O)=O.[Na+]. Product: [Br:18][CH2:13][C:12]1([CH2:15][OH:14])[CH2:16][N:10]([S:7]([C:4]2[CH:5]=[CH:6][C:1]([CH3:17])=[CH:2][CH:3]=2)(=[O:9])=[O:8])[CH2:11]1. The catalyst class is: 28. (3) Reactant: [Cl:1][C:2]1[CH:10]=[C:9]2[C:5]([C:6](=[O:22])[C:7](=[O:21])[N:8]2[CH:11]([CH2:15][CH:16]2[CH2:20][CH2:19][CH2:18][CH2:17]2)[C:12]([OH:14])=O)=[CH:4][CH:3]=1.[CH3:23][N:24]1[CH:28]=[CH:27][C:26]([NH2:29])=[N:25]1.C(N(CC)C(C)C)(C)C.F[P-](F)(F)(F)(F)F.N1(O[P+](N(C)C)(N(C)C)N(C)C)C2C=CC=CC=2N=N1. Product: [Cl:1][C:2]1[CH:10]=[C:9]2[C:5]([C:6](=[O:22])[C:7](=[O:21])[N:8]2[CH:11]([CH2:15][CH:16]2[CH2:17][CH2:18][CH2:19][CH2:20]2)[C:12]([NH:29][C:26]2[CH:27]=[CH:28][N:24]([CH3:23])[N:25]=2)=[O:14])=[CH:4][CH:3]=1. The catalyst class is: 42. (4) Reactant: C[Si](C)(C)[C:3]#[C:4][C:5]1[S:9][C:8]([C:10]([O:12]CC)=[O:11])=[CH:7][CH:6]=1.[Li+].[OH-].O.Cl. Product: [C:4]([C:5]1[S:9][C:8]([C:10]([OH:12])=[O:11])=[CH:7][CH:6]=1)#[CH:3]. The catalyst class is: 1. (5) Reactant: [C:1]1([C@H:7](/[N:9]=[CH:10]\[C:11]([O:13][CH3:14])=[O:12])[CH3:8])[CH:6]=[CH:5][CH:4]=[CH:3][CH:2]=1.FC(CC(O)=O)(F)F.[CH:23]1[CH2:27][CH:26]=[CH:25][CH:24]=1. The catalyst class is: 836. Product: [C:1]1([C@H:7]([N:9]2[C@H:10]([C:11]([O:13][CH3:14])=[O:12])[C@@H:25]3[CH2:26][C@H:27]2[CH:23]=[CH:24]3)[CH3:8])[CH:6]=[CH:5][CH:4]=[CH:3][CH:2]=1. (6) Reactant: [Si]([O:8][CH:9]([C:14]1[S:18][C:17]([C:19](=[O:21])[CH3:20])=[N:16][CH:15]=1)[C:10]([F:13])([F:12])[F:11])(C(C)(C)C)(C)C.C(O)(=O)C.[F-].C([N+](CCCC)(CCCC)CCCC)CCC.C(=O)([O-])[O-].[Na+].[Na+]. Product: [F:12][C:10]([F:11])([F:13])[CH:9]([C:14]1[S:18][C:17]([C:19](=[O:21])[CH3:20])=[N:16][CH:15]=1)[OH:8]. The catalyst class is: 1. (7) Reactant: Br[C:2]1[CH:7]=[CH:6][C:5]([CH3:8])=[CH:4][N:3]=1.C([Li])(CC)C.[CH3:14][O:15][C:16](=[O:25])[C:17]1[CH:22]=[CH:21][C:20]([CH:23]=[O:24])=[CH:19][CH:18]=1.C(OCC)C.C1COCC1. Product: [CH3:14][O:15][C:16](=[O:25])[C:17]1[CH:22]=[CH:21][C:20]([CH:23]([OH:24])[C:2]2[CH:7]=[CH:6][C:5]([CH3:8])=[CH:4][N:3]=2)=[CH:19][CH:18]=1. The catalyst class is: 27. (8) Reactant: CN(C(ON1N=NC2C=CC=CC1=2)=[N+](C)C)C.[B-](F)(F)(F)F.[F:23][C:24]([F:33])([F:32])[C:25]1([C:29]([OH:31])=O)[CH2:28][CH2:27][CH2:26]1.[Cl:34][C:35]1[C:42]([NH:43][C:44]2[N:48]([CH3:49])[C:47]3[CH:50]=[C:51]([N:55]4[CH2:60][CH2:59][CH2:58][CH:57]([C:61]([F:64])([F:63])[F:62])[CH2:56]4)[C:52]([Cl:54])=[CH:53][C:46]=3[N:45]=2)=[C:41]([Cl:65])[CH:40]=[CH:39][C:36]=1[CH2:37][NH2:38]. Product: [Cl:34][C:35]1[C:42]([NH:43][C:44]2[N:48]([CH3:49])[C:47]3[CH:50]=[C:51]([N:55]4[CH2:60][CH2:59][CH2:58][CH:57]([C:61]([F:64])([F:63])[F:62])[CH2:56]4)[C:52]([Cl:54])=[CH:53][C:46]=3[N:45]=2)=[C:41]([Cl:65])[CH:40]=[CH:39][C:36]=1[CH2:37][NH:38][C:29]([C:25]1([C:24]([F:23])([F:33])[F:32])[CH2:26][CH2:27][CH2:28]1)=[O:31]. The catalyst class is: 3. (9) Reactant: [Cl:1][C:2]1[C:3]([CH3:53])=[C:4]([C:18]2[C:26]3[C:25]([O:27][C@H:28]([CH2:34][C:35]4[CH:40]=[CH:39][CH:38]=[CH:37][C:36]=4[O:41]C4CCCCO4)[C:29]([O:31][CH2:32][CH3:33])=[O:30])=[N:24][CH:23]=[N:22][C:21]=3[S:20][C:19]=2[CH2:48][CH2:49][CH2:50][O:51][CH3:52])[CH:5]=[CH:6][C:7]=1[O:8][CH2:9][CH2:10][N:11]1[CH2:16][CH2:15][N:14]([CH3:17])[CH2:13][CH2:12]1.Cl. Product: [Cl:1][C:2]1[C:3]([CH3:53])=[C:4]([C:18]2[C:26]3[C:25]([O:27][C@H:28]([CH2:34][C:35]4[CH:40]=[CH:39][CH:38]=[CH:37][C:36]=4[OH:41])[C:29]([O:31][CH2:32][CH3:33])=[O:30])=[N:24][CH:23]=[N:22][C:21]=3[S:20][C:19]=2[CH2:48][CH2:49][CH2:50][O:51][CH3:52])[CH:5]=[CH:6][C:7]=1[O:8][CH2:9][CH2:10][N:11]1[CH2:16][CH2:15][N:14]([CH3:17])[CH2:13][CH2:12]1. The catalyst class is: 14. (10) Reactant: C[O:2][CH2:3][C@H:4]([CH3:33])[O:5][C:6]1[CH:7]=[C:8]([C:23]2[NH:27][C:26]([C:28]3[O:29][CH2:30][CH2:31][N:32]=3)=[CH:25][CH:24]=2)[CH:9]=[C:10]([O:12][C:13]2[CH:18]=[CH:17][C:16]([S:19]([CH3:22])(=[O:21])=[O:20])=[CH:15][CH:14]=2)[CH:11]=1.ClCCl.B(Br)(Br)Br.C(=O)([O-])O.[Na+]. Product: [O:29]1[CH2:30][CH2:31][N:32]=[C:28]1[C:26]1[NH:27][C:23]([C:8]2[CH:7]=[C:6]([CH:11]=[C:10]([O:12][C:13]3[CH:18]=[CH:17][C:16]([S:19]([CH3:22])(=[O:21])=[O:20])=[CH:15][CH:14]=3)[CH:9]=2)[O:5][C@@H:4]([CH3:33])[CH2:3][OH:2])=[CH:24][CH:25]=1. The catalyst class is: 4.